From a dataset of Reaction yield outcomes from USPTO patents with 853,638 reactions. Predict the reaction yield, written as a fraction of the theoretical maximum amount of product (1.0 means a 100% yield; for example, 0.34 means a 34% yield). The reactants are [Cl:1][C:2]1[CH:3]=[C:4]([CH:8]2[C:12]([C:15]3[CH:20]=[CH:19][C:18]([Cl:21])=[CH:17][CH:16]=3)([C:13]#[N:14])[CH:11]([CH2:22][C:23]([CH3:26])([CH3:25])[CH3:24])[NH:10][CH:9]2[C:27](O)=[O:28])[CH:5]=[CH:6][CH:7]=1.[NH2:30][CH2:31][CH:32]1[CH2:37][CH2:36][O:35][CH2:34][CH2:33]1.CN(C(ON1N=NC2C=CC=NC1=2)=[N+](C)C)C.F[P-](F)(F)(F)(F)F.CCN(C(C)C)C(C)C. The catalyst is C(Cl)Cl. The product is [O:35]1[CH2:36][CH2:37][CH:32]([CH2:31][NH:30][C:27]([CH:9]2[CH:8]([C:4]3[CH:5]=[CH:6][CH:7]=[C:2]([Cl:1])[CH:3]=3)[C:12]([C:15]3[CH:16]=[CH:17][C:18]([Cl:21])=[CH:19][CH:20]=3)([C:13]#[N:14])[CH:11]([CH2:22][C:23]([CH3:25])([CH3:26])[CH3:24])[NH:10]2)=[O:28])[CH2:33][CH2:34]1. The yield is 0.102.